Dataset: Reaction yield outcomes from USPTO patents with 853,638 reactions. Task: Predict the reaction yield, written as a fraction of the theoretical maximum amount of product (1.0 means a 100% yield; for example, 0.34 means a 34% yield). (1) The reactants are [Br:1][C:2]1[CH:3]=[CH:4][C:5]([F:13])=[C:6]([C:8](=O)[CH:9]([F:11])[F:10])[CH:7]=1.[C:14]([S@:18]([NH2:20])=[O:19])([CH3:17])([CH3:16])[CH3:15]. No catalyst specified. The product is [Br:1][C:2]1[CH:3]=[CH:4][C:5]([F:13])=[C:6](/[C:8](=[N:20]\[S@@:18]([C:14]([CH3:17])([CH3:16])[CH3:15])=[O:19])/[CH:9]([F:11])[F:10])[CH:7]=1. The yield is 0.770. (2) The reactants are [NH2:1][C:2]1[CH:23]=[CH:22][C:5]([O:6][C:7]2[CH:8]=[CH:9][C:10]3[N:11]([CH:13]=[C:14]([NH:16][C:17]([CH:19]4[CH2:21][CH2:20]4)=[O:18])[N:15]=3)[CH:12]=2)=[C:4]([F:24])[CH:3]=1.[Cl:25][C:26]1[CH:31]=[C:30]([F:32])[CH:29]=[CH:28][C:27]=1[N:33]1[C:38]([CH3:39])=[CH:37][CH:36]=[C:35]([C:40](O)=[O:41])[C:34]1=[O:43].CN(C(ON1N=NC2C=CC=NC1=2)=[N+](C)C)C.F[P-](F)(F)(F)(F)F.C(N(CC)C(C)C)(C)C. The catalyst is CN(C)C=O. The product is [Cl:25][C:26]1[CH:31]=[C:30]([F:32])[CH:29]=[CH:28][C:27]=1[N:33]1[C:38]([CH3:39])=[CH:37][CH:36]=[C:35]([C:40]([NH:1][C:2]2[CH:23]=[CH:22][C:5]([O:6][C:7]3[CH:8]=[CH:9][C:10]4[N:11]([CH:13]=[C:14]([NH:16][C:17]([CH:19]5[CH2:21][CH2:20]5)=[O:18])[N:15]=4)[CH:12]=3)=[C:4]([F:24])[CH:3]=2)=[O:41])[C:34]1=[O:43]. The yield is 0.370. (3) The reactants are Br[C:2]1[C:3](=[O:10])[N:4]([CH3:9])[CH:5]=[C:6]([Br:8])[CH:7]=1.[NH2:11][C:12]1[N:17]=[CH:16][C:15]([N:18]2[CH2:23][CH2:22][N:21]([C:24]([O:26][C:27]([CH3:30])([CH3:29])[CH3:28])=[O:25])[CH2:20][C:19]2=[O:31])=[CH:14][CH:13]=1.C(=O)([O-])[O-].[Cs+].[Cs+].CC1(C)C2C(=C(P(C3C=CC=CC=3)C3C=CC=CC=3)C=CC=2)OC2C(P(C3C=CC=CC=3)C3C=CC=CC=3)=CC=CC1=2. The catalyst is C1C=CC(/C=C/C(/C=C/C2C=CC=CC=2)=O)=CC=1.C1C=CC(/C=C/C(/C=C/C2C=CC=CC=2)=O)=CC=1.C1C=CC(/C=C/C(/C=C/C2C=CC=CC=2)=O)=CC=1.[Pd].[Pd].O1CCOCC1. The product is [Br:8][C:6]1[CH:7]=[C:2]([NH:11][C:12]2[N:17]=[CH:16][C:15]([N:18]3[CH2:23][CH2:22][N:21]([C:24]([O:26][C:27]([CH3:29])([CH3:28])[CH3:30])=[O:25])[CH2:20][C:19]3=[O:31])=[CH:14][CH:13]=2)[C:3](=[O:10])[N:4]([CH3:9])[CH:5]=1. The yield is 0.840. (4) The product is [Cl:20][C:21]([F:26])([F:25])[C:22]([N:1]=[C:2]1[CH:7]=[CH:6][CH:5]=[CH:4][NH:3]1)=[O:23]. The reactants are [NH2:1][C:2]1[CH:7]=[CH:6][CH:5]=[CH:4][N:3]=1.CCN=C=NCCCN(C)C.Cl.[Cl:20][C:21]([F:26])([F:25])[C:22](O)=[O:23]. The catalyst is ClCCl.CN(C1C=CN=CC=1)C. The yield is 0.240. (5) The reactants are [CH:1]1([CH2:6][C@H:7]([CH2:35][N:36]([CH:45]=[O:46])[O:37]CC2C=CC=CC=2)[C:8]([N:10]2[C@H:14]([C:15]([NH:17][C:18]3[C:23]([CH3:24])=[CH:22][CH:21]=[CH:20][N:19]=3)=[O:16])[CH2:13][CH2:12][N:11]2C(OCC2C=CC=CC=2)=O)=[O:9])[CH2:5][CH2:4][CH2:3][CH2:2]1. The catalyst is CO.[OH-].[OH-].[Pd+2]. The product is [CH:1]1([CH2:6][C@H:7]([CH2:35][N:36]([CH:45]=[O:46])[OH:37])[C:8]([N:10]2[C@H:14]([C:15]([NH:17][C:18]3[C:23]([CH3:24])=[CH:22][CH:21]=[CH:20][N:19]=3)=[O:16])[CH2:13][CH2:12][NH:11]2)=[O:9])[CH2:2][CH2:3][CH2:4][CH2:5]1. The yield is 0.370. (6) The product is [Cl:1][C:2]1[C:3]2[C:22]([NH:23][C:26]3[C:25]([Cl:24])=[CH:35][C:29]([C:30](=[O:31])[N:32]([CH3:33])[CH3:34])=[CH:28][N:27]=3)=[N:21][CH:20]=[N:19][C:4]=2[N:5]([CH:7]2[CH2:12][CH2:11][N:10]([C:13]([O:15][CH:16]([CH3:18])[CH3:17])=[O:14])[CH2:9][CH2:8]2)[CH:6]=1. The yield is 0.100. The reactants are [Cl:1][C:2]1[C:3]([C:22]#[N:23])=[C:4]([NH:19][CH:20]=[NH:21])[N:5]([CH:7]2[CH2:12][CH2:11][N:10]([C:13]([O:15][CH:16]([CH3:18])[CH3:17])=[O:14])[CH2:9][CH2:8]2)[CH:6]=1.[Cl:24][C:25]1[C:26](Cl)=[N:27][CH:28]=[C:29]([CH:35]=1)[C:30]([N:32]([CH3:34])[CH3:33])=[O:31].C(P(C(C)(C)C)C1C=CC=CC=1C1C=CC=CC=1)(C)(C)C.CC(C)([O-])C.[Na+]. The catalyst is O1CCOCC1.C([O-])(=O)C.[Pd+2].C([O-])(=O)C.O. (7) The reactants are [CH3:1][N:2]([CH3:19])[C:3]([C:5]1[S:9][C:8]([C:10]2[CH:18]=[CH:17][C:13]([C:14]([OH:16])=O)=[CH:12][CH:11]=2)=[CH:7][CH:6]=1)=[O:4].CCN=C=NCCCN(C)C.Cl.C1C=CC2N(O)N=NC=2C=1.CCN(C(C)C)C(C)C.[NH:51]1[CH2:55][CH2:54][CH2:53][C@H:52]1[CH2:56][N:57]1[CH2:61][CH2:60][CH2:59][CH2:58]1. The catalyst is CN(C=O)C.ClCCl. The product is [CH3:19][N:2]([CH3:1])[C:3]([C:5]1[S:9][C:8]([C:10]2[CH:11]=[CH:12][C:13]([C:14]([N:51]3[CH2:55][CH2:54][CH2:53][C@H:52]3[CH2:56][N:57]3[CH2:61][CH2:60][CH2:59][CH2:58]3)=[O:16])=[CH:17][CH:18]=2)=[CH:7][CH:6]=1)=[O:4]. The yield is 0.810. (8) The reactants are [OH-].[Na+].[Cl:3][C:4]1[CH:5]=[C:6]([CH2:14][CH2:15][C:16]([O:18]CC)=[O:17])[CH:7]=[CH:8][C:9]=1[C:10]([F:13])([F:12])[F:11].C(OCC)(=O)C. The catalyst is C(O)C.CCCCCC. The product is [Cl:3][C:4]1[CH:5]=[C:6]([CH2:14][CH2:15][C:16]([OH:18])=[O:17])[CH:7]=[CH:8][C:9]=1[C:10]([F:13])([F:12])[F:11]. The yield is 0.976.